This data is from Full USPTO retrosynthesis dataset with 1.9M reactions from patents (1976-2016). The task is: Predict the reactants needed to synthesize the given product. (1) The reactants are: [CH2:1]([O:3][C:4](=[O:14])[CH2:5][C:6]1[CH:11]=[CH:10][C:9]([OH:12])=[C:8]([Br:13])[CH:7]=1)[CH3:2].Br[CH2:16][CH:17]1[CH2:19][CH2:18]1. Given the product [CH2:1]([O:3][C:4](=[O:14])[CH2:5][C:6]1[CH:11]=[CH:10][C:9]([O:12][CH2:16][CH:17]2[CH2:19][CH2:18]2)=[C:8]([Br:13])[CH:7]=1)[CH3:2], predict the reactants needed to synthesize it. (2) Given the product [C:6]1([C:2]([C:3]([Cl:16])=[O:4])([F:12])[F:1])[CH:11]=[CH:10][CH:9]=[CH:8][CH:7]=1, predict the reactants needed to synthesize it. The reactants are: [F:1][C:2]([F:12])([C:6]1[CH:11]=[CH:10][CH:9]=[CH:8][CH:7]=1)[C:3](O)=[O:4].C(Cl)(=O)C([Cl:16])=O.CN(C)C=O. (3) Given the product [CH3:22][O:23][C:24]1[CH:25]=[C:26]([CH:30]=[CH:31][C:32]=1[N:33]1[CH:37]=[C:36]([CH3:38])[N:35]=[CH:34]1)[C:27]([NH:41][NH:40][C:39]([O:43][CH2:44][C:45]1[CH:50]=[CH:49][CH:48]=[CH:47][CH:46]=1)=[O:42])=[O:29], predict the reactants needed to synthesize it. The reactants are: C(N(C(C)C)CC)(C)C.Cl.C(N=C=NCCCN(C)C)C.[CH3:22][O:23][C:24]1[CH:25]=[C:26]([CH:30]=[CH:31][C:32]=1[N:33]1[CH:37]=[C:36]([CH3:38])[N:35]=[CH:34]1)[C:27]([OH:29])=O.[C:39]([O:43][CH2:44][C:45]1[CH:50]=[CH:49][CH:48]=[CH:47][CH:46]=1)(=[O:42])[NH:40][NH2:41].C1C=CC2N(O)N=NC=2C=1.C(=O)(O)[O-].[Na+]. (4) The reactants are: C[C:2]1([CH3:23])S[C@@H:5]2[C@H:7]([NH:10]C(CC3C=CC=CC=3)=O)[C:8](=[O:9])[N:4]2[C@H:3]1[C:20]([O-:22])=[O:21].[K+].C[C@@H]1O[C@@H](O[C@H]2[C@H](O)[C@@H](O)[C@H](NC(N)=N)[C@@H](O)[C@@H]2NC(N)=N)[C@H](O[C@@H]2O[C@@H](CO)[C@H](O)[C@@H](O)[C@@H]2NC)[C@@]1(O)C=O.CC1(C)S[C@@H]2[C@H](NC(CC3C=CC=CC=3)=O)[C:72](=[O:73])[N:68]2[C@H]1C([O-])=O.[K+].C[C@@H]1O[C@@H](O[C@H]2[C@H](O)[C@@H](O)[C@H](NC(N)=N)[C@@H](O)[C@@H]2NC(N)=N)[C@H](O[C@@H]2O[C@@H](CO)[C@H](O)[C@@H](O)[C@@H]2NC)[C@@]1(O)C=O. Given the product [CH3:5][C@H:7]([NH2:10])[C:8]([NH:4][C@H:3]([C:20]([OH:22])=[O:21])[CH2:2][CH2:23][C:72]([NH2:68])=[O:73])=[O:9], predict the reactants needed to synthesize it.